This data is from Peptide-MHC class II binding affinity with 134,281 pairs from IEDB. The task is: Regression. Given a peptide amino acid sequence and an MHC pseudo amino acid sequence, predict their binding affinity value. This is MHC class II binding data. (1) The peptide sequence is RNPRGSYQIAVVGLK. The MHC is DRB1_1501 with pseudo-sequence DRB1_1501. The binding affinity (normalized) is 0.292. (2) The peptide sequence is SWEYWGAQLNAMKPD. The MHC is HLA-DQA10501-DQB10301 with pseudo-sequence HLA-DQA10501-DQB10301. The binding affinity (normalized) is 0.616. (3) The peptide sequence is VFGYRKPLDNIKDNV. The MHC is DRB3_0101 with pseudo-sequence DRB3_0101. The binding affinity (normalized) is 0.0540. (4) The peptide sequence is DGGGFYADDTAGWDT. The MHC is DRB1_0701 with pseudo-sequence DRB1_0701. The binding affinity (normalized) is 0.231. (5) The peptide sequence is QFKVAATAANAAPAN. The MHC is DRB1_0802 with pseudo-sequence DRB1_0802. The binding affinity (normalized) is 0.516. (6) The peptide sequence is WNRKELLVTFKNAHA. The binding affinity (normalized) is 0.581. The MHC is DRB1_0301 with pseudo-sequence DRB1_0301. (7) The peptide sequence is SCFEIKCTKPEACSG. The MHC is DRB1_0101 with pseudo-sequence DRB1_0101. The binding affinity (normalized) is 0.341. (8) The peptide sequence is AEKVAATAANAAPAN. The MHC is DRB1_0802 with pseudo-sequence DRB1_0802. The binding affinity (normalized) is 0.448.